From a dataset of hERG Central: cardiac toxicity at 1µM, 10µM, and general inhibition. Predict hERG channel inhibition at various concentrations. (1) The compound is COc1ccc(C(CCN2CCCCC2)c2c(OC)cc(OC)c3c(-c4ccccc4)cc(=O)oc23)cc1. Results: hERG_inhib (hERG inhibition (general)): blocker. (2) The molecule is O=C(Nc1ccc(F)cc1)C(c1ccccc1)N1CCN(CC(=O)N2CCOCC2)CC1. Results: hERG_inhib (hERG inhibition (general)): blocker. (3) The compound is N=c1c(C(=O)NCc2cccnc2)cc2c(=O)n3ccccc3nc2n1CC1CCCO1. Results: hERG_inhib (hERG inhibition (general)): blocker. (4) The compound is CC1Cc2ccccc2N1S(=O)(=O)c1cccc(C(=O)NCc2ccccn2)c1. Results: hERG_inhib (hERG inhibition (general)): blocker. (5) The compound is COc1cc(CNCCN2CCOCC2)ccc1OCc1cccc(Cl)c1.Cl. Results: hERG_inhib (hERG inhibition (general)): blocker. (6) The molecule is COCCC(=O)N1CCCC(C(=O)c2ccc(Oc3ccccc3)cc2)C1. Results: hERG_inhib (hERG inhibition (general)): blocker. (7) The molecule is O=C(c1ccc([N+](=O)[O-])cc1[N+](=O)[O-])N1CCC(Cc2ccccc2)CC1. Results: hERG_inhib (hERG inhibition (general)): blocker.